This data is from hERG potassium channel inhibition data for cardiac toxicity prediction from Karim et al.. The task is: Regression/Classification. Given a drug SMILES string, predict its toxicity properties. Task type varies by dataset: regression for continuous values (e.g., LD50, hERG inhibition percentage) or binary classification for toxic/non-toxic outcomes (e.g., AMES mutagenicity, cardiotoxicity, hepatotoxicity). Dataset: herg_karim. The drug is Cc1nc(CNC2CCN(CCn3c(=O)ccc4ccc(C#N)cc43)CC2)ccc1C#N. The result is 1 (blocker).